Dataset: Peptide-MHC class I binding affinity with 185,985 pairs from IEDB/IMGT. Task: Regression. Given a peptide amino acid sequence and an MHC pseudo amino acid sequence, predict their binding affinity value. This is MHC class I binding data. (1) The peptide sequence is APALQEAYY. The MHC is HLA-A24:02 with pseudo-sequence HLA-A24:02. The binding affinity (normalized) is 0. (2) The peptide sequence is FPFKYAAAF. The MHC is HLA-A26:01 with pseudo-sequence HLA-A26:01. The binding affinity (normalized) is 0.151.